Dataset: Reaction yield outcomes from USPTO patents with 853,638 reactions. Task: Predict the reaction yield, written as a fraction of the theoretical maximum amount of product (1.0 means a 100% yield; for example, 0.34 means a 34% yield). The reactants are FC(F)(F)[C:3](O)=[O:4].[Cl:8][C:9]1[C:10]([NH:31][C@@H:32]2[C@@H:37]3[CH2:38][C@@H:34]([CH:35]=[CH:36]3)[C@@H:33]2[C:39]([NH2:41])=[O:40])=[C:11]2[N:17]=[C:16]([C:18]3[CH:23]=[CH:22][C:21](CN4CCOCC4)=[CH:20][CH:19]=3)[NH:15][C:12]2=[N:13][CH:14]=1.NC1C(N)=C(N[C@@H]2[C@@H]3C[C@@H](C=C3)[C@@H]2C(N)=O)C(Cl)=CN=1.COC1C=CC=CC=1C=O. No catalyst specified. The product is [Cl:8][C:9]1[C:10]([NH:31][C@@H:32]2[C@@H:37]3[CH2:38][C@@H:34]([CH:35]=[CH:36]3)[C@@H:33]2[C:39]([NH2:41])=[O:40])=[C:11]2[N:17]=[C:16]([C:18]3[CH:19]=[CH:20][CH:21]=[CH:22][C:23]=3[O:4][CH3:3])[NH:15][C:12]2=[N:13][CH:14]=1. The yield is 0.960.